Task: Predict the product of the given reaction.. Dataset: Forward reaction prediction with 1.9M reactions from USPTO patents (1976-2016) (1) The product is: [O:25]=[S:1]1[CH2:2][CH:3]=[C:4]([C:7]2[CH:12]=[CH:11][C:10]([N:13]3[CH2:17][C@H:16]([CH2:18][N:19]=[N+:20]=[N-:21])[O:15][C:14]3=[O:22])=[CH:9][C:8]=2[F:23])[CH2:5][CH2:6]1. Given the reactants [S:1]1[CH2:6][CH:5]=[C:4]([C:7]2[CH:12]=[CH:11][C:10]([N:13]3[CH2:17][C@H:16]([CH2:18][N:19]=[N+:20]=[N-:21])[O:15][C:14]3=[O:22])=[CH:9][C:8]=2[F:23])[CH2:3][CH2:2]1.I([O-])(=O)(=O)=[O:25].[Na+], predict the reaction product. (2) Given the reactants [C:1]1([S:7]([N:10]2[CH:21]=[CH:20][C:19]3[C:11]2=[N:12][CH:13]=[C:14]2[C:18]=3[N:17]([CH:22]3[CH2:26][CH2:25][CH:24]([NH2:27])[CH2:23]3)[N:16]=[N:15]2)(=[O:9])=[O:8])[CH:6]=[CH:5][CH:4]=[CH:3][CH:2]=1.C(N(CC)CC)C.ClC(Cl)(O[C:39](=[O:45])OC(Cl)(Cl)Cl)Cl.Cl.[CH3:48][NH:49][CH2:50][C:51]([F:54])([F:53])[F:52], predict the reaction product. The product is: [C:1]1([S:7]([N:10]2[CH:21]=[CH:20][C:19]3[C:11]2=[N:12][CH:13]=[C:14]2[C:18]=3[N:17]([C@H:22]3[CH2:26][CH2:25][C@H:24]([NH:27][C:39](=[O:45])[N:49]([CH3:48])[CH2:50][C:51]([F:54])([F:53])[F:52])[CH2:23]3)[N:16]=[N:15]2)(=[O:8])=[O:9])[CH:6]=[CH:5][CH:4]=[CH:3][CH:2]=1. (3) The product is: [CH2:10]([CH:4]1[CH2:5][CH2:6][CH2:7][S:1]1(=[O:3])=[O:2])[C:9]#[CH:8]. Given the reactants [S:1]1([CH2:7][CH2:6][CH2:5][CH2:4]1)(=[O:3])=[O:2].[CH2:8]([Li])[CH2:9][CH2:10]C.C(Br)C#C, predict the reaction product. (4) Given the reactants CO[C:3](=[O:14])[C:4]1[C:9]([O:10][CH3:11])=[CH:8][CH:7]=[CH:6][C:5]=1[CH2:12]Br.COC(=O)C1C(Br)=CC=CC=1CBr.[N:28]1[C:37]2[C:32](=[CH:33][CH:34]=[CH:35][CH:36]=2)[CH:31]=[CH:30][C:29]=1[CH2:38][CH2:39][NH2:40], predict the reaction product. The product is: [CH3:11][O:10][C:9]1[CH:8]=[CH:7][CH:6]=[C:5]2[C:4]=1[C:3](=[O:14])[N:40]([CH2:39][CH2:38][C:29]1[CH:30]=[CH:31][C:32]3[C:37](=[CH:36][CH:35]=[CH:34][CH:33]=3)[N:28]=1)[CH2:12]2.